Predict the reactants needed to synthesize the given product. From a dataset of Full USPTO retrosynthesis dataset with 1.9M reactions from patents (1976-2016). (1) The reactants are: [C:1](Cl)(=O)[C:2]([Cl:4])=[O:3].[CH3:7][O:8][C:9]1[CH:18]=[C:17]2[C:12]([CH2:13]C(C(O)=O)[S:15][CH2:16]2)=[CH:11][CH:10]=1.CN(C=O)C. Given the product [CH3:7][O:8][C:9]1[CH:18]=[C:17]2[C:12]([CH2:13][CH:1]([C:2]([Cl:4])=[O:3])[S:15][CH2:16]2)=[CH:11][CH:10]=1, predict the reactants needed to synthesize it. (2) Given the product [CH3:14][C:15]1[CH:20]=[C:19]([C:2]2[CH:3]=[CH:4][C:5]3[N:11]4[CH2:12][C@H:8]([CH2:9][CH2:10]4)[NH:7][C:6]=3[N:13]=2)[CH:18]=[CH:17][N:16]=1, predict the reactants needed to synthesize it. The reactants are: Cl[C:2]1[CH:3]=[CH:4][C:5]2[N:11]3[CH2:12][C@H:8]([CH2:9][CH2:10]3)[NH:7][C:6]=2[N:13]=1.[CH3:14][C:15]1[CH:20]=[C:19](B(O)O)[CH:18]=[CH:17][N:16]=1.C1(P(C2CCCCC2)C2CCCCC2)CCCCC1. (3) Given the product [OH:5][CH2:4][CH2:3][N:2]([CH3:1])[C:7]1[C:20]2[C:19](=[O:21])[C:18]3[C:13](=[CH:14][CH:15]=[CH:16][C:17]=3[N:2]([CH2:3][CH2:4][OH:5])[CH3:1])[C:12](=[O:23])[C:11]=2[CH:10]=[CH:9][CH:8]=1, predict the reactants needed to synthesize it. The reactants are: [CH3:1][NH:2][CH2:3][CH2:4][OH:5].Cl[C:7]1[C:20]2[C:19](=[O:21])[C:18]3[C:13](=[CH:14][CH:15]=[CH:16][C:17]=3Cl)[C:12](=[O:23])[C:11]=2[CH:10]=[CH:9][CH:8]=1. (4) Given the product [Cl:20][C:7]1[C:6]2[C:11](=[C:2]([F:1])[C:3]([CH3:17])=[CH:4][CH:5]=2)[N:10]=[C:9]([C:12]([O:14][CH3:15])=[O:13])[CH:8]=1, predict the reactants needed to synthesize it. The reactants are: [F:1][C:2]1[C:3]([CH3:17])=[CH:4][CH:5]=[C:6]2[C:11]=1[NH:10][C:9]([C:12]([O:14][CH3:15])=[O:13])=[CH:8][C:7]2=O.O=P(Cl)(Cl)[Cl:20]. (5) Given the product [C:8]([C:5]1[CH:6]=[CH:7][C:2]([N:13]2[CH2:17][CH2:16][CH2:15][C:14]2=[O:18])=[CH:3][CH:4]=1)(=[O:12])[CH2:9][CH2:10][CH3:11], predict the reactants needed to synthesize it. The reactants are: I[C:2]1[CH:7]=[CH:6][C:5]([C:8](=[O:12])[CH2:9][CH2:10][CH3:11])=[CH:4][CH:3]=1.[NH:13]1[CH2:17][CH2:16][CH2:15][C:14]1=[O:18].CN[C@@H]1CCCC[C@H]1NC.[O-]P([O-])([O-])=O.[K+].[K+].[K+]. (6) Given the product [CH3:1][C:2]1[N:3]=[C:4]([C:16]2[CH:17]=[CH:18][CH:19]=[CH:20][CH:21]=2)[NH:5][C:6](=[O:15])[C:7]=1[CH:8]([CH2:12][CH2:13][CH3:14])[C:9]([O:11][CH3:26])=[O:10], predict the reactants needed to synthesize it. The reactants are: [CH3:1][C:2]1[N:3]=[C:4]([C:16]2[CH:21]=[CH:20][CH:19]=[CH:18][CH:17]=2)[NH:5][C:6](=[O:15])[C:7]=1[CH:8]([CH2:12][CH2:13][CH3:14])[C:9]([OH:11])=[O:10].S(Cl)(Cl)=O.[CH3:26]O. (7) Given the product [CH3:9][N:8]1[CH2:10][CH2:11][O:12][SiH:4]([CH3:2])[O:5][CH2:6][CH2:7]1, predict the reactants needed to synthesize it. The reactants are: Cl[CH:2]([SiH3:4])Cl.[OH:5][CH2:6][CH2:7][N:8]([CH2:10][CH2:11][OH:12])[CH3:9].CN.OC(O)CNC. (8) Given the product [NH2:1][S:2]([N:5]([CH2:38][CH2:33][CH2:34][CH3:35])[C:6](=[O:32])[CH2:7][CH2:8][C:9]1[CH:14]=[CH:13][C:12]([O:15][CH2:16][CH2:17][O:18][CH3:19])=[CH:11][C:10]=1[O:20][C:21]1[C:26]([Cl:27])=[CH:25][C:24]([C:28]([F:30])([F:29])[F:31])=[CH:23][N:22]=1)(=[O:4])=[O:3], predict the reactants needed to synthesize it. The reactants are: [NH2:1][S:2]([NH:5][C:6](=[O:32])[CH2:7][CH2:8][C:9]1[CH:14]=[CH:13][C:12]([O:15][CH2:16][CH2:17][O:18][CH3:19])=[CH:11][C:10]=1[O:20][C:21]1[C:26]([Cl:27])=[CH:25][C:24]([C:28]([F:31])([F:30])[F:29])=[CH:23][N:22]=1)(=[O:4])=[O:3].[C:33]1(P([C:33]2[CH:38]=CC=[CH:35][CH:34]=2)[C:33]2[CH:38]=CC=[CH:35][CH:34]=2)[CH:38]=CC=[CH:35][CH:34]=1.C(O)CCC.N(C(OCC)=O)=NC(OCC)=O. (9) Given the product [Cl:15][C:16]1[C:21]([NH:22][C:23]2[C:32]3[C:27](=[CH:28][C:29]([O:40][CH:41]([CH3:42])[CH3:43])=[CH:30][C:31]=3[O:33][CH:34]3[CH2:35][CH2:36][N:37]([CH3:1])[CH2:38][CH2:39]3)[N:26]=[CH:25][N:24]=2)=[C:20]2[O:44][CH2:45][O:46][C:19]2=[CH:18][CH:17]=1, predict the reactants needed to synthesize it. The reactants are: [C:1](O[BH-](OC(=O)C)OC(=O)C)(=O)C.[Na+].[Cl:15][C:16]1[C:21]([NH:22][C:23]2[C:32]3[C:27](=[CH:28][C:29]([O:40][CH:41]([CH3:43])[CH3:42])=[CH:30][C:31]=3[O:33][CH:34]3[CH2:39][CH2:38][NH:37][CH2:36][CH2:35]3)[N:26]=[CH:25][N:24]=2)=[C:20]2[O:44][CH2:45][O:46][C:19]2=[CH:18][CH:17]=1.C=O.C(O)(=O)C.